This data is from CYP2D6 inhibition data for predicting drug metabolism from PubChem BioAssay. The task is: Regression/Classification. Given a drug SMILES string, predict its absorption, distribution, metabolism, or excretion properties. Task type varies by dataset: regression for continuous measurements (e.g., permeability, clearance, half-life) or binary classification for categorical outcomes (e.g., BBB penetration, CYP inhibition). Dataset: cyp2d6_veith. (1) The compound is COc1cc(OC)c(C2N(c3cc(C)on3)C(=O)C3CCCN32)cc1OC. The result is 0 (non-inhibitor). (2) The molecule is CC1(C)CC(=O)c2cn3ncnc3nc2C1. The result is 0 (non-inhibitor). (3) The molecule is CCN1C(=O)[C@H]2CC[C@H]3/C(=N\O[C@@H](C)CN4CCCCc5nc(C)c(C)cc54)C[C@@H](O)[C@@H](O)[C@@H]3[C@@H]2C1=O. The result is 1 (inhibitor). (4) The drug is O=C(CCN1C(=O)C2C3C=CC(C3)C2C1=O)Nc1c(F)cccc1F. The result is 0 (non-inhibitor). (5) The drug is c1ccc2c(NC3CC3)nc(-c3ccoc3)nc2c1. The result is 0 (non-inhibitor). (6) The molecule is CC(=O)Nc1ccc2c(c1)OCCO2. The result is 0 (non-inhibitor).